Dataset: Full USPTO retrosynthesis dataset with 1.9M reactions from patents (1976-2016). Task: Predict the reactants needed to synthesize the given product. (1) Given the product [CH3:1][O:2][C:3](=[O:42])[CH2:4][C@H:5]([OH:41])[CH2:6][C@H:7]([OH:40])[CH2:8][CH2:9][C:10]1[N:11]([CH:37]([CH3:39])[CH3:38])[C:12]([C:29]([N:31]2[CH2:36][CH2:35][CH2:34][CH2:33][CH2:32]2)=[O:30])=[C:13]([C:22]2[CH:27]=[CH:26][C:25]([F:28])=[CH:24][CH:23]=2)[C:14]=1[C:15]1[CH:16]=[CH:17][C:18]([F:21])=[CH:19][CH:20]=1, predict the reactants needed to synthesize it. The reactants are: [CH3:1][O:2][C:3](=[O:42])[CH2:4][C@H:5]([OH:41])[CH2:6][C@@H:7]([OH:40])[CH:8]=[CH:9][C:10]1[N:11]([CH:37]([CH3:39])[CH3:38])[C:12]([C:29]([N:31]2[CH2:36][CH2:35][CH2:34][CH2:33][CH2:32]2)=[O:30])=[C:13]([C:22]2[CH:27]=[CH:26][C:25]([F:28])=[CH:24][CH:23]=2)[C:14]=1[C:15]1[CH:20]=[CH:19][C:18]([F:21])=[CH:17][CH:16]=1. (2) Given the product [CH:4]1([C:1]([C:11]2[CH:12]=[CH:13][C:8]([F:7])=[CH:9][CH:10]=2)([OH:3])[CH3:2])[CH2:6][CH2:5]1, predict the reactants needed to synthesize it. The reactants are: [C:1]([CH:4]1[CH2:6][CH2:5]1)(=[O:3])[CH3:2].[F:7][C:8]1[CH:13]=[CH:12][C:11]([Mg]Br)=[CH:10][CH:9]=1.O.C(OCC)(=O)C. (3) Given the product [O:22]1[CH2:27][CH2:26][CH:25]([C:28]2[N:4]3[C:5]4[CH:11]=[CH:10][NH:9][C:6]=4[N:7]=[CH:8][C:3]3=[N:1][N:2]=2)[CH2:24][CH2:23]1, predict the reactants needed to synthesize it. The reactants are: [NH:1]([C:3]1[N:4]=[C:5]2[CH:11]=[CH:10][N:9](S(C3C=CC(C)=CC=3)(=O)=O)[C:6]2=[N:7][CH:8]=1)[NH2:2].[O:22]1[CH2:27][CH2:26][CH:25]([CH:28]=O)[CH2:24][CH2:23]1.C(O)(=O)C.C(O)(=O)C.IC1C=CC=CC=1.[OH-].[Na+]. (4) Given the product [O:1]=[C:2]1[N:6]([C:14]([O:16][C:17]([CH3:20])([CH3:19])[CH3:18])=[O:15])[C@H:5]([C:7]([O:9][C:10]([CH3:13])([CH3:12])[CH3:11])=[O:8])[CH2:4][CH2:3]1, predict the reactants needed to synthesize it. The reactants are: [O:1]=[C:2]1[NH:6][C@H:5]([C:7]([O:9][C:10]([CH3:13])([CH3:12])[CH3:11])=[O:8])[CH2:4][CH2:3]1.[C:14](O[C:14]([O:16][C:17]([CH3:20])([CH3:19])[CH3:18])=[O:15])([O:16][C:17]([CH3:20])([CH3:19])[CH3:18])=[O:15]. (5) Given the product [CH2:19]([N:21]1[CH:25]=[C:24]([CH:26]([N:12]2[CH:16]=[C:15]([NH2:17])[CH:14]=[N:13]2)[CH2:27][CH3:28])[CH:23]=[N:22]1)[CH3:20], predict the reactants needed to synthesize it. The reactants are: CN(C)CCC([N:12]1[CH:16]=[C:15]([NH2:17])[CH:14]=[N:13]1)C1C=CC=CC=1.[CH2:19]([N:21]1[CH:25]=[C:24]([CH:26](O)[CH2:27][CH3:28])[CH:23]=[N:22]1)[CH3:20]. (6) Given the product [NH:9]1[C:13]2=[N:14][CH:15]=[CH:16][CH:17]=[C:12]2[C:11]([C:18]([Cl:6])=[O:20])=[N:10]1, predict the reactants needed to synthesize it. The reactants are: S(Cl)(Cl)=O.C(Cl)(Cl)[Cl:6].[NH:9]1[C:13]2=[N:14][CH:15]=[CH:16][CH:17]=[C:12]2[C:11]([C:18]([OH:20])=O)=[N:10]1. (7) Given the product [F:1][C:2]1[CH:7]=[C:6]([N:8]2[CH2:12][C@H:11]([CH2:13][N:14]3[CH:18]=[CH:17][N:16]=[N:15]3)[O:10][C:9]2=[O:19])[CH:5]=[CH:4][C:3]=1[C:20]1[CH:21]=[CH:22][C:23]([CH2:26][NH:27][CH2:28][C:29]2[N:30]=[N:31][NH:32][CH:33]=2)=[CH:24][CH:25]=1.[CH2:11]([O:10][C:9](=[O:19])[NH:8][C:6]1[CH:5]=[CH:4][CH:3]=[C:2]([F:1])[CH:7]=1)[C:13]1[CH:6]=[CH:7][CH:2]=[CH:3][CH:4]=1, predict the reactants needed to synthesize it. The reactants are: [F:1][C:2]1[CH:7]=[C:6]([N:8]2[CH2:12][C@H:11]([CH2:13][N:14]3[CH:18]=[CH:17][N:16]=[N:15]3)[O:10][C:9]2=[O:19])[CH:5]=[CH:4][C:3]=1[C:20]1[CH:25]=[CH:24][C:23]([CH2:26][NH:27][CH2:28][C:29]2[N:30]=[N:31][N:32](CC3C=CC(OC)=CC=3)[CH:33]=2)=[CH:22][CH:21]=1.